This data is from Peptide-MHC class I binding affinity with 185,985 pairs from IEDB/IMGT. The task is: Regression. Given a peptide amino acid sequence and an MHC pseudo amino acid sequence, predict their binding affinity value. This is MHC class I binding data. (1) The peptide sequence is SMNVAVIDK. The MHC is HLA-A68:01 with pseudo-sequence HLA-A68:01. The binding affinity (normalized) is 0.215. (2) The peptide sequence is FPREGVFVF. The MHC is HLA-A02:06 with pseudo-sequence HLA-A02:06. The binding affinity (normalized) is 0. (3) The MHC is HLA-A02:02 with pseudo-sequence HLA-A02:02. The binding affinity (normalized) is 0.887. The peptide sequence is NMLRIMASL. (4) The peptide sequence is ELIKAMNHF. The MHC is HLA-A29:02 with pseudo-sequence HLA-A29:02. The binding affinity (normalized) is 0.0847. (5) The peptide sequence is AMLTAFFLR. The MHC is HLA-A33:01 with pseudo-sequence HLA-A33:01. The binding affinity (normalized) is 0.701.